This data is from NCI-60 drug combinations with 297,098 pairs across 59 cell lines. The task is: Regression. Given two drug SMILES strings and cell line genomic features, predict the synergy score measuring deviation from expected non-interaction effect. (1) Drug 2: CC1=C(N=C(N=C1N)C(CC(=O)N)NCC(C(=O)N)N)C(=O)NC(C(C2=CN=CN2)OC3C(C(C(C(O3)CO)O)O)OC4C(C(C(C(O4)CO)O)OC(=O)N)O)C(=O)NC(C)C(C(C)C(=O)NC(C(C)O)C(=O)NCCC5=NC(=CS5)C6=NC(=CS6)C(=O)NCCC[S+](C)C)O. Drug 1: CC1=C(C=C(C=C1)C(=O)NC2=CC(=CC(=C2)C(F)(F)F)N3C=C(N=C3)C)NC4=NC=CC(=N4)C5=CN=CC=C5. Synergy scores: CSS=17.2, Synergy_ZIP=-7.34, Synergy_Bliss=-0.948, Synergy_Loewe=-6.17, Synergy_HSA=-0.150. Cell line: HCT-15. (2) Drug 1: C1=CC=C(C=C1)NC(=O)CCCCCCC(=O)NO. Drug 2: CS(=O)(=O)CCNCC1=CC=C(O1)C2=CC3=C(C=C2)N=CN=C3NC4=CC(=C(C=C4)OCC5=CC(=CC=C5)F)Cl. Cell line: T-47D. Synergy scores: CSS=35.0, Synergy_ZIP=-4.14, Synergy_Bliss=-4.41, Synergy_Loewe=-6.82, Synergy_HSA=-1.68. (3) Drug 1: CC12CCC3C(C1CCC2=O)CC(=C)C4=CC(=O)C=CC34C. Drug 2: C1CNP(=O)(OC1)N(CCCl)CCCl. Cell line: CCRF-CEM. Synergy scores: CSS=51.8, Synergy_ZIP=3.30, Synergy_Bliss=5.64, Synergy_Loewe=-18.9, Synergy_HSA=3.06.